This data is from CYP2C19 inhibition data for predicting drug metabolism from PubChem BioAssay. The task is: Regression/Classification. Given a drug SMILES string, predict its absorption, distribution, metabolism, or excretion properties. Task type varies by dataset: regression for continuous measurements (e.g., permeability, clearance, half-life) or binary classification for categorical outcomes (e.g., BBB penetration, CYP inhibition). Dataset: cyp2c19_veith. (1) The drug is Cc1oc(-c2ccccc2Cl)nc1CSCC(=O)NC1CC1. The result is 1 (inhibitor). (2) The result is 0 (non-inhibitor). The molecule is C=C(NC(=O)C(=C)NC(=O)c1csc(C2=N[C@@H]3c4csc(n4)[C@@H]4NC(=O)c5csc(n5)[C@@H]([C@](C)(O)[C@H](C)O)NC(=O)[C@@H]5CSC(=N5)/C(=C/C)NC(=O)[C@@H]([C@H](C)O)NC(=O)c5csc(n5)[C@]3(CC2)NC(=O)[C@@H](C)NC(=O)C(=C)NC(=O)[C@@H](C)NC(=O)[C@@H]([C@@H](C)CC)N[C@H]2C=Cc3c([C@H](C)O)cc(nc3[C@@H]2O)C(=O)O[C@H]4C)n1)C(N)=O. (3) The compound is COC(=O)c1ccc(C23CC2(C(NP(=O)(c2ccccc2)c2ccccc2)c2ccccc2)C3)cc1. The result is 1 (inhibitor). (4) The compound is CC(=O)c1cccc(NC(=S)NC(=O)CC(C)(C)C)c1. The result is 1 (inhibitor). (5) The result is 0 (non-inhibitor). The molecule is COCCn1c(=O)c(-c2cccc(C#N)c2)nc2cnc(N3CCOCC3)nc21. (6) The drug is Cc1ccc(NC(=O)c2cccc(N(C)C)c2)cc1NC(=O)c1ccc(O)cc1. The result is 0 (non-inhibitor). (7) The compound is CS(=O)(=O)Nc1cccc(-c2cncnc2NCc2ccccc2)c1. The result is 1 (inhibitor). (8) The result is 1 (inhibitor). The compound is COc1ccc(C(=O)Nc2scc(-c3ccc(Cl)cc3Cl)c2C(N)=O)cc1.